Dataset: Full USPTO retrosynthesis dataset with 1.9M reactions from patents (1976-2016). Task: Predict the reactants needed to synthesize the given product. Given the product [NH2:18][C:9]1[C:8]2[N:7]=[C:6]([CH2:19][CH2:20][O:21][CH3:22])[N:5]([CH2:4][CH2:3][CH2:2][NH:1][CH2:23][C:25]3[CH:26]=[CH:27][C:28]([O:39][CH3:40])=[C:29]([CH:38]=3)[O:30][CH2:31][C:32]([O:34][CH:35]([CH3:37])[CH3:36])=[O:33])[C:17]=2[C:16]2[CH:15]=[CH:14][CH:13]=[CH:12][C:11]=2[N:10]=1, predict the reactants needed to synthesize it. The reactants are: [NH2:1][CH2:2][CH2:3][CH2:4][N:5]1[C:17]2[C:16]3[CH:15]=[CH:14][CH:13]=[CH:12][C:11]=3[N:10]=[C:9]([NH2:18])[C:8]=2[N:7]=[C:6]1[CH2:19][CH2:20][O:21][CH3:22].[CH:23]([C:25]1[CH:26]=[CH:27][C:28]([O:39][CH3:40])=[C:29]([CH:38]=1)[O:30][CH2:31][C:32]([O:34][CH:35]([CH3:37])[CH3:36])=[O:33])=O.